This data is from Forward reaction prediction with 1.9M reactions from USPTO patents (1976-2016). The task is: Predict the product of the given reaction. (1) Given the reactants [F:1][C:2]1[C:3]([O:8][CH3:9])=[N:4][CH:5]=[CH:6][CH:7]=1.C([O-])(=O)C.[Na+].[Br:15]Br, predict the reaction product. The product is: [Br:15][C:6]1[CH:7]=[C:2]([F:1])[C:3]([O:8][CH3:9])=[N:4][CH:5]=1. (2) Given the reactants [Br:1][CH2:2][CH2:3][O:4][C:5]1[CH:10]=[CH:9][C:8]([NH2:11])=[CH:7][C:6]=1[C:12]1[N:13]([CH3:17])[N:14]=[CH:15][CH:16]=1.[CH3:18][O:19][C:20]1[CH:21]=[C:22]([CH:26]=[CH:27][CH:28]=1)[C:23](Cl)=[O:24].C(N(CC)CC)C, predict the reaction product. The product is: [Br:1][CH2:2][CH2:3][O:4][C:5]1[CH:10]=[CH:9][C:8]([NH:11][C:23](=[O:24])[C:22]2[CH:26]=[CH:27][CH:28]=[C:20]([O:19][CH3:18])[CH:21]=2)=[CH:7][C:6]=1[C:12]1[N:13]([CH3:17])[N:14]=[CH:15][CH:16]=1. (3) Given the reactants [Br-].C1([C:8]([PH3+])([C:15]2C=CC=CC=2)[C:9]2[CH:14]=[CH:13][CH:12]=[CH:11][CH:10]=2)C=CC=CC=1.[Li]CCCC.[O:27]=[C:28]1[NH:33]C2C=C(C=O)C=CC=2[S:30][CH2:29]1, predict the reaction product. The product is: [CH:8]([C:9]1[CH:10]=[CH:11][C:12]2[S:30][CH2:29][C:28](=[O:27])[NH:33][C:13]=2[CH:14]=1)=[CH2:15]. (4) The product is: [C:1]([C:5]1[N:10]=[CH:9][C:8]([C:11]2[N:12]([C:32]([N:34]3[CH2:39][CH2:38][CH:37]([CH2:40][C:41]([NH:56][C@@H:53]([C:47]4[CH:52]=[CH:51][CH:50]=[CH:49][CH:48]=4)[CH2:54][CH3:55])=[O:43])[CH2:36][CH2:35]3)=[O:33])[C@@:13]([C:25]3[CH:26]=[CH:27][C:28]([Cl:31])=[CH:29][CH:30]=3)([CH3:24])[C@@:14]([C:17]3[CH:18]=[CH:19][C:20]([Cl:23])=[CH:21][CH:22]=3)([CH3:16])[N:15]=2)=[C:7]([O:44][CH2:45][CH3:46])[CH:6]=1)([CH3:3])([CH3:2])[CH3:4]. Given the reactants [C:1]([C:5]1[N:10]=[CH:9][C:8]([C:11]2[N:12]([C:32]([N:34]3[CH2:39][CH2:38][CH:37]([CH2:40][C:41]([OH:43])=O)[CH2:36][CH2:35]3)=[O:33])[C@@:13]([C:25]3[CH:30]=[CH:29][C:28]([Cl:31])=[CH:27][CH:26]=3)([CH3:24])[C@@:14]([C:17]3[CH:22]=[CH:21][C:20]([Cl:23])=[CH:19][CH:18]=3)([CH3:16])[N:15]=2)=[C:7]([O:44][CH2:45][CH3:46])[CH:6]=1)([CH3:4])([CH3:3])[CH3:2].[C:47]1([C@H:53]([NH2:56])[CH2:54][CH3:55])[CH:52]=[CH:51][CH:50]=[CH:49][CH:48]=1, predict the reaction product. (5) The product is: [CH:22]([N:15]1[C:16]2[CH:21]=[CH:20][CH:19]=[CH:18][C:17]=2[N:13]([CH2:12][C:10]2[N:9]([CH2:26][CH2:27][CH:28]([CH3:30])[CH3:29])[C:8]3[CH:31]=[CH:32][C:5]([C:3]4[N:4]=[CH:37][O:1][N:2]=4)=[CH:6][C:7]=3[N:11]=2)[C:14]1=[O:25])([CH3:23])[CH3:24]. Given the reactants [OH:1][NH:2][C:3]([C:5]1[CH:32]=[CH:31][C:8]2[N:9]([CH2:26][CH2:27][CH:28]([CH3:30])[CH3:29])[C:10]([CH2:12][N:13]3[C:17]4[CH:18]=[CH:19][CH:20]=[CH:21][C:16]=4[N:15]([CH:22]([CH3:24])[CH3:23])[C:14]3=[O:25])=[N:11][C:7]=2[CH:6]=1)=[NH:4].B(F)(F)F.[CH3:37]COCC, predict the reaction product. (6) Given the reactants [NH2:1][C@H:2]1[C:7]([F:9])([F:8])[CH2:6][CH2:5][CH2:4][C@H:3]1[NH:10][C:11]1[N:16]=[C:15](Cl)[C:14]2[C:18](=[O:32])[N:19]([CH2:21][C:22]3[CH:27]=[CH:26][C:25]([O:28][CH3:29])=[CH:24][C:23]=3[O:30][CH3:31])[CH2:20][C:13]=2[C:12]=1[F:33].[CH3:34][N:35]1[CH:39]=[C:38](B2OC(C)(C)C(C)(C)O2)[CH:37]=[N:36]1, predict the reaction product. The product is: [NH2:1][C@H:2]1[C:7]([F:9])([F:8])[CH2:6][CH2:5][CH2:4][C@H:3]1[NH:10][C:11]1[N:16]=[C:15]([C:38]2[CH:37]=[N:36][N:35]([CH3:34])[CH:39]=2)[C:14]2[C:18](=[O:32])[N:19]([CH2:21][C:22]3[CH:27]=[CH:26][C:25]([O:28][CH3:29])=[CH:24][C:23]=3[O:30][CH3:31])[CH2:20][C:13]=2[C:12]=1[F:33]. (7) Given the reactants C(=O)([O-])[O-].[Na+].[Na+].Br[C:8]1[S:12][C:11]([C:13]([O:15]CC)=[O:14])=[N:10][C:9]=1[C:18]1[CH:23]=[CH:22][CH:21]=[C:20]([C:24]#[N:25])[CH:19]=1.[C:26]([C:28]1[CH:29]=[C:30](B(O)O)[CH:31]=[CH:32][CH:33]=1)#[N:27], predict the reaction product. The product is: [C:24]([C:20]1[CH:19]=[C:18]([C:9]2[N:10]=[C:11]([C:13]([OH:15])=[O:14])[S:12][C:8]=2[C:32]2[CH:31]=[CH:30][CH:29]=[C:28]([C:26]#[N:27])[CH:33]=2)[CH:23]=[CH:22][CH:21]=1)#[N:25].